This data is from Reaction yield outcomes from USPTO patents with 853,638 reactions. The task is: Predict the reaction yield, written as a fraction of the theoretical maximum amount of product (1.0 means a 100% yield; for example, 0.34 means a 34% yield). (1) The yield is 0.860. The catalyst is O. The reactants are C(O)C.[C:4]([C:7]1[C:8]([OH:18])=[CH:9][C:10]([CH3:17])=[C:11]([NH:13][C:14](=[O:16])[CH3:15])[CH:12]=1)(=O)[CH3:5].[Cl-].[OH:20][NH3+:21].C([O-])(=O)C.[Na+]. The product is [OH:18][C:8]1[C:7]([C:4](=[N:21][OH:20])[CH3:5])=[CH:12][C:11]([NH:13][C:14](=[O:16])[CH3:15])=[C:10]([CH3:17])[CH:9]=1. (2) The reactants are [Cl-].O[NH3+:3].[C:4](=[O:7])([O-])[OH:5].[Na+].CS(C)=O.[CH2:13]([C:17]1[N:18]=[C:19]([CH3:56])[N:20]([C:39]2[CH:40]=[C:41]3[C:45](=[CH:46][CH:47]=2)[CH2:44][CH2:43][CH:42]3[O:48][Si:49]([C:52]([CH3:55])([CH3:54])[CH3:53])([CH3:51])[CH3:50])[C:21](=[O:38])[C:22]=1[CH2:23][C:24]1[CH:29]=[CH:28][C:27]([C:30]2[C:31]([C:36]#[N:37])=[CH:32][CH:33]=[CH:34][CH:35]=2)=[CH:26][CH:25]=1)[CH2:14][CH2:15][CH3:16]. The catalyst is O.C(OCC)(=O)C. The product is [CH2:13]([C:17]1[N:18]=[C:19]([CH3:56])[N:20]([C:39]2[CH:40]=[C:41]3[C:45](=[CH:46][CH:47]=2)[CH2:44][CH2:43][CH:42]3[O:48][Si:49]([C:52]([CH3:55])([CH3:54])[CH3:53])([CH3:51])[CH3:50])[C:21](=[O:38])[C:22]=1[CH2:23][C:24]1[CH:25]=[CH:26][C:27]([C:30]2[CH:35]=[CH:34][CH:33]=[CH:32][C:31]=2[C:36]2[NH:3][C:4](=[O:7])[O:5][N:37]=2)=[CH:28][CH:29]=1)[CH2:14][CH2:15][CH3:16]. The yield is 0.420. (3) The reactants are [Cl:1][C:2]1[CH:3]=[N:4][NH:5][C:6](=[O:9])[C:7]=1[Cl:8].C(N(CC)C(C)C)(C)C.[CH3:19][O:20][CH2:21]Br.O. The catalyst is C(Cl)Cl. The product is [Cl:8][C:7]1[C:6](=[O:9])[N:5]([CH2:19][O:20][CH3:21])[N:4]=[CH:3][C:2]=1[Cl:1]. The yield is 0.748. (4) The reactants are [CH2:1]([C@:4]1([C:17]2[CH:22]=[CH:21][C:20]([F:23])=[CH:19][CH:18]=2)[CH2:9][CH2:8][N:7]([C@H:10]([C:12]([CH3:15])([CH3:14])[CH3:13])[CH3:11])[C:6](=[O:16])[NH:5]1)[CH:2]=[CH2:3].C1C[O:27]CC1. No catalyst specified. The product is [CH3:13][C:12]([CH3:14])([CH3:15])[C@@H:10]([N:7]1[CH2:8][CH2:9][C@@:4]([C:17]2[CH:22]=[CH:21][C:20]([F:23])=[CH:19][CH:18]=2)([CH2:1][CH2:2][CH2:3][OH:27])[NH:5][C:6]1=[O:16])[CH3:11]. The yield is 0.120.